This data is from Full USPTO retrosynthesis dataset with 1.9M reactions from patents (1976-2016). The task is: Predict the reactants needed to synthesize the given product. (1) Given the product [Si:23]([O:8][CH:6]1[CH2:7][CH:2]([CH3:1])[CH2:3][C:4]([C:9]2[CH:14]=[CH:13][N:12]=[CH:11][C:10]=2[N+:15]([O-:17])=[O:16])=[CH:5]1)([C:26]([CH3:29])([CH3:28])[CH3:27])([CH3:25])[CH3:24], predict the reactants needed to synthesize it. The reactants are: [CH3:1][C@@H:2]1[CH2:7][C@H:6]([OH:8])[CH:5]=[C:4]([C:9]2[CH:14]=[CH:13][N:12]=[CH:11][C:10]=2[N+:15]([O-:17])=[O:16])[CH2:3]1.N1C=CN=C1.[Si:23](Cl)([C:26]([CH3:29])([CH3:28])[CH3:27])([CH3:25])[CH3:24]. (2) Given the product [NH:13]1[C:14]2[CH:19]=[CH:18][CH:17]=[CH:16][C:15]=2[N:11]=[C:12]1[C@H:8]([NH:9][C:10]([NH:33][CH:30]1[CH2:29][CH2:28][N:27]([CH2:26][CH:25]([F:34])[F:24])[CH2:32][CH2:31]1)=[O:20])[CH2:7][C:6]1[CH:21]=[CH:22][C:3]([O:2][CH3:1])=[CH:4][CH:5]=1, predict the reactants needed to synthesize it. The reactants are: [CH3:1][O:2][C:3]1[CH:22]=[CH:21][C:6]([CH2:7][C@@H:8]2[C:12]3=[N:13][C:14]4[CH:19]=[CH:18][CH:17]=[CH:16][C:15]=4[N:11]3[C:10](=[O:20])[NH:9]2)=[CH:5][CH:4]=1.Cl.[F:24][CH:25]([F:34])[CH2:26][N:27]1[CH2:32][CH2:31][CH:30]([NH2:33])[CH2:29][CH2:28]1.C(O)(C(F)(F)F)=O.